This data is from Full USPTO retrosynthesis dataset with 1.9M reactions from patents (1976-2016). The task is: Predict the reactants needed to synthesize the given product. Given the product [C:30]1([S:36]([N:39]2[C:47]3[C:42](=[CH:43][C:44]([C:20]4[CH:21]=[C:22]([C:24]5[O:25][CH:26]=[CH:27][N:28]=5)[CH:23]=[CH:18][C:19]=4[CH3:29])=[CH:45][CH:46]=3)[CH:41]=[C:40]2[C:57]2[C:62]([F:63])=[CH:61][CH:60]=[CH:59][C:58]=2[F:64])(=[O:37])=[O:38])[CH:35]=[CH:34][CH:33]=[CH:32][CH:31]=1, predict the reactants needed to synthesize it. The reactants are: FC1C=CC=C(F)C=1N1C2C(=CC([C:18]3[CH:23]=[C:22]([C:24]4[O:25][CH:26]=[CH:27][N:28]=4)[CH:21]=[CH:20][C:19]=3[CH3:29])=CC=2)C=C1.[C:30]1([S:36]([N:39]2[C:47]3[C:42](=[CH:43][C:44](B4OC(C)(C)C(C)(C)O4)=[CH:45][CH:46]=3)[CH:41]=[C:40]2[C:57]2[C:62]([F:63])=[CH:61][CH:60]=[CH:59][C:58]=2[F:64])(=[O:38])=[O:37])[CH:35]=[CH:34][CH:33]=[CH:32][CH:31]=1.BrC1C=C(C2OC=CN=2)C=CC=1C.C([O-])([O-])=O.[K+].[K+].